This data is from Full USPTO retrosynthesis dataset with 1.9M reactions from patents (1976-2016). The task is: Predict the reactants needed to synthesize the given product. (1) Given the product [F:16][C:17]([F:29])([F:30])[C:18]1[CH:19]=[C:20]([NH:21][C:5](=[O:7])[C:4]2[CH:8]=[C:9]([S:12](=[O:15])(=[O:14])[NH2:13])[CH:10]=[CH:11][C:3]=2[O:2][CH3:1])[CH:22]=[C:23]([C:25]([F:26])([F:28])[F:27])[CH:24]=1, predict the reactants needed to synthesize it. The reactants are: [CH3:1][O:2][C:3]1[CH:11]=[CH:10][C:9]([S:12](=[O:15])(=[O:14])[NH2:13])=[CH:8][C:4]=1[C:5]([OH:7])=O.[F:16][C:17]([F:30])([F:29])[C:18]1[CH:19]=[C:20]([CH:22]=[C:23]([C:25]([F:28])([F:27])[F:26])[CH:24]=1)[NH2:21]. (2) Given the product [Cl:4][C:5]1[CH:6]=[C:7]([CH:11]([OH:23])[CH2:12][CH2:13][N:14]([CH3:22])[C:15](=[O:21])[O:16][C:17]([CH3:18])([CH3:19])[CH3:20])[CH:8]=[CH:9][CH:10]=1, predict the reactants needed to synthesize it. The reactants are: S(C)C.[Cl:4][C:5]1[CH:6]=[C:7]([C:11](=[O:23])[CH2:12][CH2:13][N:14]([CH3:22])[C:15](=[O:21])[O:16][C:17]([CH3:20])([CH3:19])[CH3:18])[CH:8]=[CH:9][CH:10]=1.CO. (3) Given the product [CH:1]1([NH:5][C:26](=[O:27])[C:25]2[CH:29]=[CH:30][CH:31]=[C:23]([N:21]3[CH:22]=[C:18]([C:17]4[C:13]([C:9]5[CH:10]=[CH:11][CH:12]=[C:7]([F:6])[CH:8]=5)=[N:14][O:15][C:16]=4[CH3:32])[N:19]=[CH:20]3)[CH:24]=2)[CH2:4][CH2:3][CH2:2]1, predict the reactants needed to synthesize it. The reactants are: [CH:1]1([NH2:5])[CH2:4][CH2:3][CH2:2]1.[F:6][C:7]1[CH:8]=[C:9]([C:13]2[C:17]([C:18]3[N:19]=[CH:20][N:21]([C:23]4[CH:24]=[C:25]([CH:29]=[CH:30][CH:31]=4)[C:26](O)=[O:27])[CH:22]=3)=[C:16]([CH3:32])[O:15][N:14]=2)[CH:10]=[CH:11][CH:12]=1. (4) Given the product [C:24]1([C:22]([C:9]2[CH:10]=[N:11][C:12]3[C:17]([C:8]=2[C:4]2[CH:5]=[CH:6][CH:7]=[C:2]([O:1][CH2:31][C:32]4[CH:37]=[CH:36][N:35]=[CH:34][CH:33]=4)[CH:3]=2)=[CH:16][CH:15]=[CH:14][C:13]=3[C:18]([F:21])([F:19])[F:20])=[O:23])[CH:25]=[CH:26][CH:27]=[CH:28][CH:29]=1, predict the reactants needed to synthesize it. The reactants are: [OH:1][C:2]1[CH:3]=[C:4]([C:8]2[C:17]3[C:12](=[C:13]([C:18]([F:21])([F:20])[F:19])[CH:14]=[CH:15][CH:16]=3)[N:11]=[CH:10][C:9]=2[C:22]([C:24]2[CH:29]=[CH:28][CH:27]=[CH:26][CH:25]=2)=[O:23])[CH:5]=[CH:6][CH:7]=1.Br[CH2:31][C:32]1[CH:37]=[CH:36][N:35]=[CH:34][CH:33]=1. (5) Given the product [S:1]1[C:5]2[CH:6]=[CH:7][CH:8]=[CH:9][C:4]=2[C:3]([NH:10][CH2:11][CH2:12][NH:13][C:27]([CH:23]2[CH2:24][CH2:25][CH2:26][N:21]([C:19]([O:18][C:14]([CH3:17])([CH3:16])[CH3:15])=[O:20])[CH2:22]2)=[O:28])=[N:2]1, predict the reactants needed to synthesize it. The reactants are: [S:1]1[C:5]2[CH:6]=[CH:7][CH:8]=[CH:9][C:4]=2[C:3]([NH:10][CH2:11][CH2:12][NH2:13])=[N:2]1.[C:14]([O:18][C:19]([N:21]1[CH2:26][CH2:25][CH2:24][CH:23]([C:27](O)=[O:28])[CH2:22]1)=[O:20])([CH3:17])([CH3:16])[CH3:15].Cl.CN(C)CCCN=C=NCC.C(N(CC)CC)C. (6) Given the product [CH3:24][NH:25][CH2:14][CH2:13][O:12][CH2:11][CH2:10][O:9][CH2:8][CH2:7][O:6][C:5]1[CH:20]=[CH:21][CH:22]=[CH:23][C:4]=1[N+:1]([O-:3])=[O:2], predict the reactants needed to synthesize it. The reactants are: [N+:1]([C:4]1[CH:23]=[CH:22][CH:21]=[CH:20][C:5]=1[O:6][CH2:7][CH2:8][O:9][CH2:10][CH2:11][O:12][CH2:13][CH2:14]OS(C)(=O)=O)([O-:3])=[O:2].[CH3:24][NH2:25]. (7) Given the product [Br:1][C:2]1[CH:7]=[CH:6][C:5]([O:8][CH2:9][CH3:10])=[CH:4][C:3]=1[CH2:11][CH:12]([NH:15][CH:16]=[O:17])[CH2:13][CH3:14], predict the reactants needed to synthesize it. The reactants are: [Br:1][C:2]1[CH:7]=[CH:6][C:5]([O:8][CH2:9][CH3:10])=[CH:4][C:3]=1[CH2:11][CH:12]([NH2:15])[CH2:13][CH3:14].[CH:16](O)=[O:17]. (8) Given the product [CH:7]1([CH:14]([C:13]2[CH:16]=[CH:17][CH:18]=[CH:19][C:12]=2[O:11][CH3:10])[NH2:15])[CH2:9][CH2:8]1, predict the reactants needed to synthesize it. The reactants are: C1COCC1.Br[CH:7]1[CH2:9][CH2:8]1.[CH3:10][O:11][C:12]1[CH:19]=[CH:18][CH:17]=[CH:16][C:13]=1[C:14]#[N:15].[BH4-].[Na+]. (9) Given the product [O:17]=[C:16]1[N:15]2[C@@H:11]([S:12][CH2:13][C@H:14]2[C:18]#[N:19])[CH2:10][C@H:9]1[NH:8][CH2:28][CH2:27][CH2:26][C:20]1[CH:25]=[CH:24][CH:23]=[CH:22][CH:21]=1, predict the reactants needed to synthesize it. The reactants are: FC(F)(F)C(O)=O.[NH2:8][CH:9]1[C:16](=[O:17])[N:15]2[CH:11]([S:12][CH2:13][CH:14]2[C:18]#[N:19])[CH2:10]1.[C:20]1([CH2:26][CH2:27][CH:28]=O)[CH:25]=[CH:24][CH:23]=[CH:22][CH:21]=1.C([O-])(=O)C.[Na+].C(O[BH-](OC(=O)C)OC(=O)C)(=O)C.[Na+]. (10) Given the product [CH3:1][C:2]1[C:3]([C:18]([N:21]2[CH2:26][CH2:25][CH:24]([N:27]3[CH2:31][CH2:30][CH2:29][C@H:28]3[CH2:32][O:33][C:34](=[O:41])[C:35]3[CH:36]=[CH:37][CH:38]=[CH:39][CH:40]=3)[CH2:23][CH2:22]2)=[O:20])=[N:4][CH:5]=[C:6]([C:8]2[CH:13]=[CH:12][CH:11]=[C:10]([C:14]([F:15])([F:16])[F:17])[CH:9]=2)[CH:7]=1, predict the reactants needed to synthesize it. The reactants are: [CH3:1][C:2]1[C:3]([C:18]([OH:20])=O)=[N:4][CH:5]=[C:6]([C:8]2[CH:13]=[CH:12][CH:11]=[C:10]([C:14]([F:17])([F:16])[F:15])[CH:9]=2)[CH:7]=1.[NH:21]1[CH2:26][CH2:25][CH:24]([N:27]2[CH2:31][CH2:30][CH2:29][C@H:28]2[CH2:32][O:33][C:34](=[O:41])[C:35]2[CH:40]=[CH:39][CH:38]=[CH:37][CH:36]=2)[CH2:23][CH2:22]1.